Task: Predict the product of the given reaction.. Dataset: Forward reaction prediction with 1.9M reactions from USPTO patents (1976-2016) (1) Given the reactants [NH2:1][C:2]1[N:7]=[C:6]([NH2:8])[C:5]([O:9][CH2:10][CH2:11][CH2:12][O:13][C:14]2[CH:19]=[CH:18][CH:17]=[CH:16][C:15]=2[O:20][CH2:21][CH2:22][CH2:23][C:24]([O:26][CH2:27][CH3:28])=[O:25])=[C:4]([CH2:29][CH3:30])[N:3]=1.[ClH:31], predict the reaction product. The product is: [ClH:31].[NH2:1][C:2]1[N:7]=[C:6]([NH2:8])[C:5]([O:9][CH2:10][CH2:11][CH2:12][O:13][C:14]2[CH:19]=[CH:18][CH:17]=[CH:16][C:15]=2[O:20][CH2:21][CH2:22][CH2:23][C:24]([O:26][CH2:27][CH3:28])=[O:25])=[C:4]([CH2:29][CH3:30])[N:3]=1. (2) Given the reactants [CH3:1][C:2]1[CH:7]=[C:6]([CH3:8])[CH:5]=[CH:4][C:3]=1[N:9]1[CH2:14][CH2:13][N:12]([C:15]([C:17]2[CH:22]=[CH:21][C:20](I)=[CH:19][C:18]=2[S:24]([CH3:27])(=[O:26])=[O:25])=[O:16])[CH2:11][CH2:10]1.[CH3:28][C@@H:29]1[CH2:33][CH2:32][S:31](=[O:35])(=[O:34])[NH:30]1, predict the reaction product. The product is: [CH3:1][C:2]1[CH:7]=[C:6]([CH3:8])[CH:5]=[CH:4][C:3]=1[N:9]1[CH2:14][CH2:13][N:12]([C:15]([C:17]2[CH:22]=[CH:21][C:20]([N:30]3[C@H:29]([CH3:28])[CH2:33][CH2:32][S:31]3(=[O:35])=[O:34])=[CH:19][C:18]=2[S:24]([CH3:27])(=[O:26])=[O:25])=[O:16])[CH2:11][CH2:10]1.